From a dataset of Drug half-life prediction data from Obach et al.. Regression/Classification. Given a drug SMILES string, predict its absorption, distribution, metabolism, or excretion properties. Task type varies by dataset: regression for continuous measurements (e.g., permeability, clearance, half-life) or binary classification for categorical outcomes (e.g., BBB penetration, CYP inhibition). For this dataset (half_life_obach), we predict log10(half-life) (log10 of half-life in hours). (1) The drug is CCC(=O)N(c1ccccc1)C1(C(=O)OC)CCN(CCC(=O)OC)CC1. The log10(half-life) is -0.100. (2) The compound is Nc1ncnc2c1ncn2CCOCP(=O)(O)O. The log10(half-life) is 0.200. (3) The molecule is COc1ccc([C@]2(C#N)CC[C@@H](C(=O)O)CC2)cc1OC1CCCC1. The log10(half-life) is 0.900. (4) The compound is CCCCNC(=O)NS(=O)(=O)c1ccc(C)cc1. The log10(half-life) is 0.850. (5) The molecule is C[C@@H](c1ncncc1F)[C@](O)(Cn1cncn1)c1ccc(F)cc1F. The log10(half-life) is 0.750. (6) The drug is CC(=O)O[C@H]1C(=O)[C@]2(C)[C@@H](O)C[C@H]3OC[C@@]3(OC(C)=O)[C@H]2[C@H](OC(=O)c2ccccc2)[C@]2(O)C[C@H](OC(=O)[C@H](O)[C@@H](NC(=O)c3ccccc3)c3ccccc3)C(C)=C1C2(C)C. The log10(half-life) is 1.04. (7) The compound is COc1cc2nc(N3CCN(C(=O)C4COc5ccccc5O4)CC3)nc(N)c2cc1OC. The log10(half-life) is 1.00. (8) The compound is CN(C)c1ccc(O)c2c1C[C@H]1C[C@H]3[C@H](N(C)C)C(O)=C(C(N)=O)C(=O)[C@@]3(O)C(O)=C1C2=O. The log10(half-life) is 1.23. (9) The molecule is COc1cc([C@@H]2c3cc4c(cc3C(OC3OC5COC(C)OC5C(O)C3N)C3COC(=O)[C@@H]32)OCO4)cc(OC)c1O. The log10(half-life) is 1.15. (10) The drug is Nc1[nH]c(=O)ncc1F. The log10(half-life) is 0.620.